Dataset: Peptide-MHC class II binding affinity with 134,281 pairs from IEDB. Task: Regression. Given a peptide amino acid sequence and an MHC pseudo amino acid sequence, predict their binding affinity value. This is MHC class II binding data. (1) The peptide sequence is LSYRSLQPETFAVVD. The MHC is HLA-DQA10101-DQB10501 with pseudo-sequence HLA-DQA10101-DQB10501. The binding affinity (normalized) is 0.0362. (2) The peptide sequence is YDKFLANVSTVLTGT. The MHC is DRB1_1001 with pseudo-sequence DRB1_1001. The binding affinity (normalized) is 0.646.